From a dataset of Catalyst prediction with 721,799 reactions and 888 catalyst types from USPTO. Predict which catalyst facilitates the given reaction. (1) Reactant: Br[C:2]1[CH:14]=[CH:13][C:5]2[NH:6][C:7](=S)[CH:8](C)[CH2:9][NH:10][C:4]=2[CH:3]=1.[C:15]([NH:18][NH2:19])(=O)C. Product: [CH:15]1[N:6]2[C:5]3[CH:13]=[CH:14][CH:2]=[CH:3][C:4]=3[N:10]=[CH:9][CH2:8][C:7]2=[N:19][N:18]=1. The catalyst class is: 51. (2) Reactant: Cl[CH2:2][C:3]([NH:5][C:6]1[CH:11]=[CH:10][CH:9]=[C:8]([C:12]2[CH:21]=[N:20][C:19]3[C:14](=[CH:15][CH:16]=[CH:17][CH:18]=3)[N:13]=2)[CH:7]=1)=[O:4].[NH:22]1[CH2:27][CH2:26][O:25][CH2:24][CH2:23]1. Product: [O:25]1[CH2:26][CH2:27][N:22]([CH2:2][C:3]([NH:5][C:6]2[CH:11]=[CH:10][CH:9]=[C:8]([C:12]3[CH:21]=[N:20][C:19]4[C:14](=[CH:15][CH:16]=[CH:17][CH:18]=4)[N:13]=3)[CH:7]=2)=[O:4])[CH2:23][CH2:24]1. The catalyst class is: 14.